This data is from Forward reaction prediction with 1.9M reactions from USPTO patents (1976-2016). The task is: Predict the product of the given reaction. (1) The product is: [C:33]([O:37][C:38]([N:40]1[CH2:44][CH2:43][CH2:42][C:41]1([CH:46]([OH:47])[C:2]1[C:10]2[C:5](=[N:6][CH:7]=[C:8]([C:11]3[CH:16]=[C:15]([O:17][CH3:18])[C:14]([O:19][CH3:20])=[C:13]([O:21][CH3:22])[CH:12]=3)[N:9]=2)[NH:4][CH:3]=1)[CH3:45])=[O:39])([CH3:36])([CH3:35])[CH3:34]. Given the reactants I[C:2]1[C:10]2[C:5](=[N:6][CH:7]=[C:8]([C:11]3[CH:16]=[C:15]([O:17][CH3:18])[C:14]([O:19][CH3:20])=[C:13]([O:21][CH3:22])[CH:12]=3)[N:9]=2)[N:4]([Si](C(C)C)(C(C)C)C(C)C)[CH:3]=1.[C:33]([O:37][C:38]([N:40]1[CH2:44][CH2:43][CH2:42][C:41]1([CH:46]=[O:47])[CH3:45])=[O:39])([CH3:36])([CH3:35])[CH3:34], predict the reaction product. (2) Given the reactants BrC(Br)(Br)Br.[CH2:6]([O:8][C:9]([C:11]1[NH:12][CH:13]=[C:14]([CH2:16]O)[CH:15]=1)=[O:10])[CH3:7].[N-:18]=[N+:19]=[N-:20].[Na+].C1(P(C2C=CC=CC=2)C2C=CC=CC=2)C=CC=CC=1, predict the reaction product. The product is: [CH2:6]([O:8][C:9]([C:11]1[NH:12][CH:13]=[C:14]([CH2:16][N:18]=[N+:19]=[N-:20])[CH:15]=1)=[O:10])[CH3:7]. (3) The product is: [C:1]([C:3]1[CH:4]=[C:5]([CH:16]([OH:28])[C:17]2[CH:18]=[CH:19][C:20]([N:23]3[CH:27]=[CH:26][N:25]=[CH:24]3)=[CH:21][CH:22]=2)[N:6]2[C:15]3[C:10](=[CH:11][CH:12]=[CH:13][CH:14]=3)[CH:9]=[CH:8][C:7]=12)#[N:2]. Given the reactants [C:1]([C:3]1[CH:4]=[C:5]([C:16](=[O:28])[C:17]2[CH:22]=[CH:21][C:20]([N:23]3[CH:27]=[CH:26][N:25]=[CH:24]3)=[CH:19][CH:18]=2)[N:6]2[C:15]3[C:10](=[CH:11][CH:12]=[CH:13][CH:14]=3)[CH:9]=[CH:8][C:7]=12)#[N:2].[BH4-].[Na+], predict the reaction product. (4) Given the reactants [CH3:1][O:2][C:3](=[O:31])[CH:4]([NH:16][C:17](=[O:30])[CH:18]([NH:22]C(OC(C)(C)C)=O)[CH2:19][O:20][CH3:21])[CH2:5][C:6]1[CH:15]=[CH:14][C:13]2[C:8](=[CH:9][CH:10]=[CH:11][CH:12]=2)[CH:7]=1.[Cl:32]CCCl, predict the reaction product. The product is: [ClH:32].[CH3:1][O:2][C:3](=[O:31])[CH:4]([NH:16][C:17](=[O:30])[CH:18]([NH2:22])[CH2:19][O:20][CH3:21])[CH2:5][C:6]1[CH:15]=[CH:14][C:13]2[C:8](=[CH:9][CH:10]=[CH:11][CH:12]=2)[CH:7]=1.